Dataset: Experimentally validated miRNA-target interactions with 360,000+ pairs, plus equal number of negative samples. Task: Binary Classification. Given a miRNA mature sequence and a target amino acid sequence, predict their likelihood of interaction. The miRNA is hsa-miR-5188 with sequence AAUCGGACCCAUUUAAACCGGAG. The protein sequence of the target gene is MAAATVGRDTLPEHWSYGVCRDGRVFFINDQLRCTTWLHPRTGEPVNSGHMIRSDLPRGWEEGFTEEGASYFIDHNQQTTAFRHPVTGQFSPENSEFILQEEPNPHMSKQDRNQRPSSMVSETSTAGTASTLEAKPGPKIIKSSSKVHSFGKRDQAIRRNPNVPVVVRGWLHKQDSSGMRLWKRRWFVLADYCLFYYKDSREEAVLGSIPLPSYVISPVAPEDRISRKYSFKAVHTGMRALIYNSSTAGSQAEQSGMRTYYFSADTQEDMNAWVRAMNQAAQVLSRSSLKRDMEKVERQA.... Result: 0 (no interaction).